Dataset: NCI-60 drug combinations with 297,098 pairs across 59 cell lines. Task: Regression. Given two drug SMILES strings and cell line genomic features, predict the synergy score measuring deviation from expected non-interaction effect. Drug 1: CN1CCC(CC1)COC2=C(C=C3C(=C2)N=CN=C3NC4=C(C=C(C=C4)Br)F)OC. Drug 2: CN1C2=C(C=C(C=C2)N(CCCl)CCCl)N=C1CCCC(=O)O.Cl. Cell line: CAKI-1. Synergy scores: CSS=36.9, Synergy_ZIP=-2.46, Synergy_Bliss=2.48, Synergy_Loewe=-25.3, Synergy_HSA=5.78.